Dataset: Reaction yield outcomes from USPTO patents with 853,638 reactions. Task: Predict the reaction yield, written as a fraction of the theoretical maximum amount of product (1.0 means a 100% yield; for example, 0.34 means a 34% yield). (1) The reactants are O=P(Cl)(Cl)[Cl:3].[CH2:6]([O:8][C:9](=[O:26])[CH2:10][C:11]1[N:24]=[C:23](O)[C:14]2[C:15]3[CH2:16][CH2:17][CH2:18][CH2:19][CH2:20][C:21]=3[S:22][C:13]=2[N:12]=1)[CH3:7]. No catalyst specified. The product is [CH2:6]([O:8][C:9](=[O:26])[CH2:10][C:11]1[N:24]=[C:23]([Cl:3])[C:14]2[C:15]3[CH2:16][CH2:17][CH2:18][CH2:19][CH2:20][C:21]=3[S:22][C:13]=2[N:12]=1)[CH3:7]. The yield is 0.340. (2) The reactants are [CH3:1][CH:2]([S:4]([NH:7][C@H:8]1[CH2:13][CH2:12][C@H:11]([CH2:14][NH:15][C:16](=[S:18])[NH-:17])[CH2:10][CH2:9]1)(=[O:6])=[O:5])[CH3:3].Br.Br[CH2:21][C:22]([C:24]1[CH:29]=[CH:28][CH:27]=[CH:26][N:25]=1)=O.CCN(C(C)C)C(C)C. The catalyst is CCO. The product is [CH3:3][CH:2]([S:4]([NH:7][C@H:8]1[CH2:13][CH2:12][C@H:11]([CH2:14][NH:15][C:16]2[S:18][CH:21]=[C:22]([C:24]3[CH:29]=[CH:28][CH:27]=[CH:26][N:25]=3)[N:17]=2)[CH2:10][CH2:9]1)(=[O:5])=[O:6])[CH3:1]. The yield is 0.690. (3) The reactants are [C:1]([NH:9][C@H:10]([C:12]([OH:14])=O)[CH3:11])(=[O:8])[C:2]1[CH:7]=[CH:6][CH:5]=[CH:4][CH:3]=1.C(C1NC=CN=1)(C1NC=CN=1)=O.[C:27]([O:30][CH2:31][CH3:32])(=[O:29])[CH3:28].[Li+].CC([N-]C(C)C)C. The catalyst is C1COCC1. The product is [C:1]([NH:9][CH:10]([CH3:11])[C:12](=[O:14])[CH2:28][C:27]([O:30][CH2:31][CH3:32])=[O:29])(=[O:8])[C:2]1[CH:3]=[CH:4][CH:5]=[CH:6][CH:7]=1. The yield is 0.955. (4) The reactants are [CH2:1]([O:17]CC1C=CC=CC=1)[CH2:2][CH2:3][CH2:4][CH2:5][CH2:6][CH2:7][CH2:8][CH2:9][CH2:10][CH2:11][CH2:12][CH2:13][CH2:14][CH:15]=[CH2:16].B(Cl)(Cl)Cl. The catalyst is C(Cl)Cl. The product is [CH2:1]([OH:17])[CH2:2][CH2:3][CH2:4][CH2:5][CH2:6][CH2:7][CH2:8][CH2:9][CH2:10][CH2:11][CH2:12][CH2:13][CH2:14][CH:15]=[CH2:16]. The yield is 0.940. (5) The reactants are [N:1]([C:4]1[CH:5]=[CH:6][N:7]2[C:12]([CH:13]=1)=[CH:11][CH:10]=[C:9]([C:14]([O:16][CH2:17][CH3:18])=[O:15])[C:8]2=[O:19])=[N+]=[N-]. The catalyst is C(O)C.[Pd]. The product is [NH2:1][C:4]1[CH:5]=[CH:6][N:7]2[C:12]([CH:13]=1)=[CH:11][CH:10]=[C:9]([C:14]([O:16][CH2:17][CH3:18])=[O:15])[C:8]2=[O:19]. The yield is 0.940. (6) The reactants are C1C=CC2N(O)N=NC=2C=1.CCN(C(C)C)C(C)C.CCN=C=NCCCN(C)C.Cl.Cl.[Cl:33][C:34]1[CH:46]=[CH:45][CH:44]=[CH:43][C:35]=1[O:36][CH:37]1[CH2:42][CH2:41][NH:40][CH2:39][CH2:38]1.[C:47]1([C:62]2[CH:67]=[CH:66][CH:65]=[CH:64][CH:63]=2)[CH:52]=[CH:51][C:50]([NH:53][C:54]([C:56]2([C:59](O)=[O:60])[CH2:58][CH2:57]2)=[O:55])=[CH:49][CH:48]=1. The catalyst is CN(C=O)C.O. The product is [C:47]1([C:62]2[CH:63]=[CH:64][CH:65]=[CH:66][CH:67]=2)[CH:52]=[CH:51][C:50]([NH:53][C:54]([C:56]2([C:59]([N:40]3[CH2:41][CH2:42][CH:37]([O:36][C:35]4[CH:43]=[CH:44][CH:45]=[CH:46][C:34]=4[Cl:33])[CH2:38][CH2:39]3)=[O:60])[CH2:58][CH2:57]2)=[O:55])=[CH:49][CH:48]=1. The yield is 0.460. (7) The reactants are C(N([CH2:6][CH3:7])CC)C.[C:8](Cl)(=[O:15])[C:9]1[CH:14]=[CH:13][CH:12]=[CH:11][CH:10]=1.[C:17](=[O:20])([O-])[O-:18].[Na+].[Na+]. The catalyst is ClCCl. The product is [C:17]([O:18][C:12]1[CH:13]=[CH:14][C:9]([CH2:8][OH:15])=[CH:10][CH:11]=1)(=[O:20])[C:7]1[CH:6]=[CH:11][CH:10]=[CH:9][CH:8]=1. The yield is 0.800. (8) The reactants are [CH:1]([N:4]1[C:12]2[C:7](=[CH:8][CH:9]=[C:10]([NH2:13])[CH:11]=2)[C:6]([C:14]2[CH:19]=[CH:18][C:17]([C:20]#[N:21])=[C:16]([F:22])[CH:15]=2)=[CH:5]1)([CH3:3])[CH3:2].C(N(CC)CC)C.[CH:30]([S:33](Cl)(=O)=[O:34])([CH3:32])[CH3:31]. The catalyst is C(Cl)Cl. The product is [C:20]([C:17]1[CH:18]=[CH:19][C:14]([C:6]2[C:7]3[C:12](=[CH:11][C:10]([NH:13][S:33]([CH:30]([CH3:32])[CH3:31])=[O:34])=[CH:9][CH:8]=3)[N:4]([CH:1]([CH3:3])[CH3:2])[CH:5]=2)=[CH:15][C:16]=1[F:22])#[N:21]. The yield is 0.370. (9) The reactants are [C:1](#[N:5])[CH2:2][C:3]#[N:4].C(O[Na])(C)(C)C.Br[C:13]1[CH:18]=[CH:17][CH:16]=[CH:15][N:14]=1. The catalyst is C1(C)C(C)=CC=CC=1. The product is [N:14]1[CH:15]=[CH:16][CH:17]=[CH:18][C:13]=1[CH:2]([C:1]#[N:5])[C:3]#[N:4]. The yield is 0.200.